Dataset: Reaction yield outcomes from USPTO patents with 853,638 reactions. Task: Predict the reaction yield, written as a fraction of the theoretical maximum amount of product (1.0 means a 100% yield; for example, 0.34 means a 34% yield). (1) The reactants are [CH3:1][O:2][C:3](=[O:33])[C:4]([C:7]1[CH:12]=[CH:11][C:10]([S:13][CH2:14][C:15]2[CH:20]=[CH:19][C:18]([C:21]3[CH:26]=[CH:25][C:24]([C:27]([F:30])([F:29])[F:28])=[CH:23]N=3)=[CH:17][CH:16]=2)=[C:9]([O:31][CH3:32])[CH:8]=1)([CH3:6])[CH3:5].[CH3:34]OC(=O)C(C1C=CC(S)=C(OC)C=1)(C)C. No catalyst specified. The product is [CH3:1][O:2][C:3](=[O:33])[C:4]([C:7]1[CH:12]=[CH:11][C:10]([S:13][CH2:14][C:15]2[CH:20]=[CH:19][C:18]([C:21]3[CH:34]=[CH:23][C:24]([C:27]([F:30])([F:29])[F:28])=[CH:25][CH:26]=3)=[CH:17][CH:16]=2)=[C:9]([O:31][CH3:32])[CH:8]=1)([CH3:6])[CH3:5]. The yield is 0.340. (2) The reactants are I.[N:2]([C:5]1[C:10]([C:11]([O:13][CH3:14])=[O:12])=[C:9]([C:15]([F:18])([F:17])[F:16])[N:8]=[CH:7][CH:6]=1)=[N+]=[N-]. The catalyst is ClCCl. The product is [NH2:2][C:5]1[C:10]([C:11]([O:13][CH3:14])=[O:12])=[C:9]([C:15]([F:18])([F:16])[F:17])[N:8]=[CH:7][CH:6]=1. The yield is 0.510. (3) The reactants are Br[C:2]1[CH:7]=[CH:6][C:5]2[C:8]3[CH2:13][CH2:12][N:11]([C:14]([O:16][C:17]([CH3:20])([CH3:19])[CH3:18])=[O:15])[CH2:10][C:9]=3[S:21][C:4]=2[CH:3]=1.[F:22][C:23]1[CH:24]=[CH:25][C:26]([CH2:29][CH2:30][N:31]2[CH2:36][CH2:35][NH:34][C:33](=[O:37])[CH2:32]2)=[N:27][CH:28]=1. No catalyst specified. The product is [F:22][C:23]1[CH:24]=[CH:25][C:26]([CH2:29][CH2:30][N:31]2[CH2:36][CH2:35][N:34]([C:2]3[CH:7]=[CH:6][C:5]4[C:8]5[CH2:13][CH2:12][N:11]([C:14]([O:16][C:17]([CH3:20])([CH3:19])[CH3:18])=[O:15])[CH2:10][C:9]=5[S:21][C:4]=4[CH:3]=3)[C:33](=[O:37])[CH2:32]2)=[N:27][CH:28]=1. The yield is 0.680. (4) The reactants are [Cl:1][C:2]1[C:3]([C:12]2[CH:13]=[CH:14][C:15]([NH2:18])=[N:16][CH:17]=2)=[CH:4][C:5]2[O:9][C:8]([CH3:10])=[N:7][C:6]=2[CH:11]=1.[Cl:19][C:20]1[CH:28]=[CH:27][CH:26]=[CH:25][C:21]=1[C:22](Cl)=[O:23].CCN(C(C)C)C(C)C.C([O-])(O)=O.[Na+].C(Cl)Cl. The catalyst is CN(C1C=CN=CC=1)C.C(Cl)Cl. The product is [Cl:1][C:2]1[C:3]([C:12]2[CH:13]=[CH:14][C:15]([NH:18][C:22]([C:21]3[CH:25]=[CH:26][CH:27]=[CH:28][C:20]=3[Cl:19])=[O:23])=[N:16][CH:17]=2)=[CH:4][C:5]2[O:9][C:8]([CH3:10])=[N:7][C:6]=2[CH:11]=1. The yield is 0.710. (5) The reactants are [C:1]1([C@@H:7]2[N:12]([S:13]([C:16]3[CH:21]=[CH:20][C:19]([CH3:22])=[CH:18][CH:17]=3)(=[O:15])=[O:14])[CH2:11][CH:10]3[C@@:8]2([CH2:23][OH:24])[CH2:9]3)[CH:6]=[CH:5][CH:4]=[CH:3][CH:2]=1.CC(C)=[O:27].OS(O)(=O)=O.O=[Cr](=O)=O.CO. The catalyst is CC(C)=O. The product is [C:1]1([C@@H:7]2[N:12]([S:13]([C:16]3[CH:17]=[CH:18][C:19]([CH3:22])=[CH:20][CH:21]=3)(=[O:14])=[O:15])[CH2:11][CH:10]3[C@@:8]2([C:23]([OH:27])=[O:24])[CH2:9]3)[CH:2]=[CH:3][CH:4]=[CH:5][CH:6]=1. The yield is 0.640. (6) The reactants are BrC1C=CC(OC2C=CC(C#N)=C(Cl)[N:8]=2)=CC=1C1OCCO1.[Br:23][C:24]1[CH:39]=[CH:38][C:27]([O:28][C:29]2[N:36]=[C:35](Cl)[CH:34]=[CH:33][C:30]=2[C:31]#[N:32])=[CH:26][C:25]=1[CH:40]1[O:44][CH2:43][CH2:42][O:41]1.BrC1C=C[C:49]([OH:52])=[CH:48]C=1C1OCCO1. The catalyst is C(#N)C. The product is [Br:23][C:24]1[CH:39]=[CH:38][C:27]([O:28][C:29]2[N:36]=[C:35]([NH:8][CH2:48][CH2:49][OH:52])[CH:34]=[CH:33][C:30]=2[C:31]#[N:32])=[CH:26][C:25]=1[CH:40]1[O:44][CH2:43][CH2:42][O:41]1. The yield is 0.410. (7) The reactants are [F:1][C:2]1[CH:10]=[C:9]2[C:5]([C:6]([C:11]3[CH:12]=[CH:13][C:14]([NH2:17])=[N:15][CH:16]=3)=[CH:7][NH:8]2)=[CH:4][CH:3]=1.[C:18]([O:22][C:23]([N:25]1[CH2:30][CH2:29][CH:28]([C:31](O)=[O:32])[CH2:27][CH2:26]1)=[O:24])([CH3:21])([CH3:20])[CH3:19]. The yield is 0.450. The product is [F:1][C:2]1[CH:10]=[C:9]2[C:5]([C:6]([C:11]3[CH:12]=[CH:13][C:14]([NH:17][C:31]([CH:28]4[CH2:29][CH2:30][N:25]([C:23]([O:22][C:18]([CH3:21])([CH3:20])[CH3:19])=[O:24])[CH2:26][CH2:27]4)=[O:32])=[N:15][CH:16]=3)=[CH:7][NH:8]2)=[CH:4][CH:3]=1. No catalyst specified.